Dataset: Forward reaction prediction with 1.9M reactions from USPTO patents (1976-2016). Task: Predict the product of the given reaction. Given the reactants [CH2:1]([N:3]([CH2:36][CH3:37])[CH2:4][CH2:5][CH:6]1[CH2:11][CH2:10][N:9]([C:12](=[O:35])[CH2:13][C:14]2[CH:34]=[CH:33][C:17]3[O:18][CH2:19][C:20]4[CH:32]=[CH:31][CH:30]=[CH:29][C:21]=4/[C:22](=[CH:23]/[CH2:24][CH2:25][N:26]([CH3:28])[CH3:27])/[C:16]=3[CH:15]=2)[CH2:8][CH2:7]1)[CH3:2].[C:38]([OH:45])(=[O:44])/[CH:39]=[CH:40]/[C:41]([OH:43])=[O:42], predict the reaction product. The product is: [C:38]([OH:45])(=[O:44])/[CH:39]=[CH:40]/[C:41]([OH:43])=[O:42].[CH2:36]([N:3]([CH2:1][CH3:2])[CH2:4][CH2:5][CH:6]1[CH2:7][CH2:8][N:9]([C:12](=[O:35])[CH2:13][C:14]2[CH:34]=[CH:33][C:17]3[O:18][CH2:19][C:20]4[CH:32]=[CH:31][CH:30]=[CH:29][C:21]=4/[C:22](=[CH:23]/[CH2:24][CH2:25][N:26]([CH3:27])[CH3:28])/[C:16]=3[CH:15]=2)[CH2:10][CH2:11]1)[CH3:37].